From a dataset of Full USPTO retrosynthesis dataset with 1.9M reactions from patents (1976-2016). Predict the reactants needed to synthesize the given product. Given the product [NH2:23][C:18]1[CH:19]=[CH:20][CH:21]=[CH:22][C:17]=1[CH:4]1[CH2:3][C:2]([CH3:1])([CH3:26])[C:11]2[C:6](=[CH:7][CH:8]=[C:9]([C:12]([O:14][CH2:15][CH3:16])=[O:13])[CH:10]=2)[NH:5]1, predict the reactants needed to synthesize it. The reactants are: [CH3:1][C:2]1([CH3:26])[C:11]2[C:6](=[CH:7][CH:8]=[C:9]([C:12]([O:14][CH2:15][CH3:16])=[O:13])[CH:10]=2)[NH:5][CH:4]([C:17]2[CH:22]=[CH:21][CH:20]=[CH:19][C:18]=2[N+:23]([O-])=O)[CH2:3]1.[Cl-].[NH4+].